Dataset: Forward reaction prediction with 1.9M reactions from USPTO patents (1976-2016). Task: Predict the product of the given reaction. (1) Given the reactants [Cl:1][C:2]1[N:7]=[C:6](Cl)[C:5]([C:9]([C:11]2[C:19]3[O:18][CH:17]=[CH:16][C:15]=3[CH:14]=[C:13]([F:20])[CH:12]=2)=[O:10])=[CH:4][N:3]=1.[NH3:21], predict the reaction product. The product is: [NH2:21][C:6]1[C:5]([C:9]([C:11]2[C:19]3[O:18][CH:17]=[CH:16][C:15]=3[CH:14]=[C:13]([F:20])[CH:12]=2)=[O:10])=[CH:4][N:3]=[C:2]([Cl:1])[N:7]=1. (2) Given the reactants C(O[BH-](OC(=O)C)OC(=O)C)(=O)C.[Na+].C(O)(=O)C.[N+:19]([C:22]1[N:23]=[C:24]2[N:29]([CH:30]=1)[CH2:28][CH2:27][C@H:26]([CH2:31][O:32][C:33]1[CH:38]=[CH:37][C:36]([N:39]3[CH2:44][CH2:43][C:42](=O)[CH2:41][CH2:40]3)=[CH:35][CH:34]=1)[O:25]2)([O-:21])=[O:20].[F:46][C:47]([F:65])([F:64])[O:48][C:49]1[CH:63]=[CH:62][C:52]([CH2:53][O:54][C:55]2[CH:60]=[CH:59][C:58]([NH2:61])=[CH:57][CH:56]=2)=[CH:51][CH:50]=1, predict the reaction product. The product is: [N+:19]([C:22]1[N:23]=[C:24]2[N:29]([CH:30]=1)[CH2:28][CH2:27][C@H:26]([CH2:31][O:32][C:33]1[CH:38]=[CH:37][C:36]([N:39]3[CH2:44][CH2:43][CH:42]([NH:61][C:58]4[CH:57]=[CH:56][C:55]([O:54][CH2:53][C:52]5[CH:62]=[CH:63][C:49]([O:48][C:47]([F:46])([F:64])[F:65])=[CH:50][CH:51]=5)=[CH:60][CH:59]=4)[CH2:41][CH2:40]3)=[CH:35][CH:34]=1)[O:25]2)([O-:21])=[O:20].